This data is from CYP2C9 inhibition data for predicting drug metabolism from PubChem BioAssay. The task is: Regression/Classification. Given a drug SMILES string, predict its absorption, distribution, metabolism, or excretion properties. Task type varies by dataset: regression for continuous measurements (e.g., permeability, clearance, half-life) or binary classification for categorical outcomes (e.g., BBB penetration, CYP inhibition). Dataset: cyp2c9_veith. (1) The drug is C#CCCCO/N=C1/C[C@@H](O)[C@@H](O)[C@H]2[C@H]1CC[C@H]1C(=O)N(c3ccc(F)cc3F)C(=O)[C@H]21. The result is 0 (non-inhibitor). (2) The compound is NCC#Cc1ccccc1. The result is 1 (inhibitor). (3) The molecule is CC(=O)c1ccc2c(c1)N(CCCN1CCC(CCO)CC1)c1ccccc1S2. The result is 0 (non-inhibitor).